This data is from Full USPTO retrosynthesis dataset with 1.9M reactions from patents (1976-2016). The task is: Predict the reactants needed to synthesize the given product. Given the product [NH2:1][C:2]1[N:7]=[CH:6][N:5]=[C:4]2[N:8]([C@@H:12]3[O:34][C@H:33]([CH2:35][OH:36])[C@@H:23]([OH:24])[C@@:13]3([CH3:45])[OH:14])[N:9]=[C:10]([I:11])[C:3]=12, predict the reactants needed to synthesize it. The reactants are: [NH2:1][C:2]1[N:7]=[CH:6][N:5]=[C:4]2[N:8]([C@@H:12]3[O:34][C@H:33]([CH2:35][O:36]C(=O)C4C=CC=CC=4)[C@@H:23]([O:24]C(=O)C4C=CC=CC=4)[C@@:13]3([CH3:45])[O:14]C(=O)C3C=CC=CC=3)[N:9]=[C:10]([I:11])[C:3]=12.